Dataset: CYP1A2 inhibition data for predicting drug metabolism from PubChem BioAssay. Task: Regression/Classification. Given a drug SMILES string, predict its absorption, distribution, metabolism, or excretion properties. Task type varies by dataset: regression for continuous measurements (e.g., permeability, clearance, half-life) or binary classification for categorical outcomes (e.g., BBB penetration, CYP inhibition). Dataset: cyp1a2_veith. (1) The drug is Cn1c(=O)c(-c2ccc(Cl)cc2)nc2cnc(OCc3ccccc3)nc21. The result is 1 (inhibitor). (2) The compound is Oc1ccccc1CNn1cnnc1. The result is 0 (non-inhibitor). (3) The molecule is O=C(NC1CCCC1)C(c1ccsc1)N(Cc1ccccc1)C(=O)Cc1cccs1. The result is 0 (non-inhibitor).